Dataset: Full USPTO retrosynthesis dataset with 1.9M reactions from patents (1976-2016). Task: Predict the reactants needed to synthesize the given product. The reactants are: [OH:1][C:2]1[CH:9]=[CH:8][C:5]([CH:6]=[O:7])=[CH:4][CH:3]=1.C(=O)([O-])[O-].[Cs+].[Cs+].Br[CH2:17][CH2:18][O:19][CH3:20]. Given the product [CH3:20][O:19][CH2:18][CH2:17][O:1][C:2]1[CH:9]=[CH:8][C:5]([CH:6]=[O:7])=[CH:4][CH:3]=1, predict the reactants needed to synthesize it.